Dataset: Reaction yield outcomes from USPTO patents with 853,638 reactions. Task: Predict the reaction yield, written as a fraction of the theoretical maximum amount of product (1.0 means a 100% yield; for example, 0.34 means a 34% yield). (1) The reactants are [NH2:1][C:2]1[C:7]2[C:8](=[O:28])[N:9]([C:13]3[CH:18]=[CH:17][C:16]([O:19]CC4C=CC=CC=4)=[C:15]([F:27])[CH:14]=3)[CH2:10][CH2:11][O:12][C:6]=2[N:5]=[CH:4][N:3]=1. The catalyst is CO.O[Pd]O. The product is [NH2:1][C:2]1[C:7]2[C:8](=[O:28])[N:9]([C:13]3[CH:18]=[CH:17][C:16]([OH:19])=[C:15]([F:27])[CH:14]=3)[CH2:10][CH2:11][O:12][C:6]=2[N:5]=[CH:4][N:3]=1. The yield is 0.681. (2) The reactants are [F:1][C:2]1[CH:11]=[C:10]2[C:5]([CH:6]=[C:7](/[CH:12]=[CH:13]/[C:14](=[O:29])[CH2:15][CH2:16][CH2:17][CH2:18][C:19]3[CH:28]=[CH:27][C:26]4[CH2:25][CH2:24][CH2:23][NH:22][C:21]=4[N:20]=3)[CH:8]=[N:9]2)=[CH:4][CH:3]=1.[BH4-].[Na+].Cl. The catalyst is CO. The product is [F:1][C:2]1[CH:11]=[C:10]2[C:5]([CH:6]=[C:7](/[CH:12]=[CH:13]/[CH:14]([OH:29])[CH2:15][CH2:16][CH2:17][CH2:18][C:19]3[CH:28]=[CH:27][C:26]4[CH2:25][CH2:24][CH2:23][NH:22][C:21]=4[N:20]=3)[CH:8]=[N:9]2)=[CH:4][CH:3]=1. The yield is 0.700. (3) The reactants are [Br:1][C:2]1[CH:7]=[CH:6][N:5]=[C:4]2[NH:8][CH:9]=[CH:10][C:3]=12.ClC1C=CC=C(C(OO)=[O:19])C=1. The catalyst is C(OCC)C. The product is [Br:1][C:2]1[CH:7]=[CH:6][N+:5]([O-:19])=[C:4]2[NH:8][CH:9]=[CH:10][C:3]=12. The yield is 0.870. (4) The product is [CH3:1][NH:2][CH:10]1[CH2:13][N:12]([C:14]2[C:15]3[N:16]([CH:27]=[N:28][N:29]=3)[C:17]3[CH:23]=[C:22]([N+:24]([O-:26])=[O:25])[CH:21]=[N:20][C:18]=3[N:19]=2)[CH2:11]1. The yield is 0.890. The reactants are [CH3:1][N:2]([CH:10]1[CH2:13][N:12]([C:14]2[C:15]3[N:16]([CH:27]=[N:28][N:29]=3)[C:17]3[CH:23]=[C:22]([N+:24]([O-:26])=[O:25])[CH:21]=[N:20][C:18]=3[N:19]=2)[CH2:11]1)C(=O)OC(C)(C)C.C(O)(C(F)(F)F)=O. The catalyst is C(Cl)Cl. (5) The reactants are [OH:1][C:2]1[CH:7]=[CH:6][C:5]([C:8]2[O:9][C:10]3[C:16]([C:17]([CH3:19])=[CH2:18])=[CH:15][C:14]([OH:20])=[CH:13][C:11]=3[N:12]=2)=[CH:4][CH:3]=1. The catalyst is CCOC(C)=O.C(O)C.[Pd]. The product is [OH:1][C:2]1[CH:3]=[CH:4][C:5]([C:8]2[O:9][C:10]3[C:16]([CH:17]([CH3:18])[CH3:19])=[CH:15][C:14]([OH:20])=[CH:13][C:11]=3[N:12]=2)=[CH:6][CH:7]=1. The yield is 0.900. (6) The reactants are [F:1][C:2]1[CH:24]=[CH:23][C:5]([O:6][C:7]2[CH:8]=[C:9]3[C:13](=[CH:14][C:15]=2[C:16]([NH2:18])=[O:17])[N:12]([CH2:19][CH:20]([CH3:22])[CH3:21])[N:11]=[CH:10]3)=[CH:4][CH:3]=1.C(N1C=CN=C1)(N1C=CN=C1)=O.[CH3:37][N:38]([C:43]1[CH:48]=[CH:47][CH:46]=[CH:45][CH:44]=1)[CH2:39][CH2:40][CH2:41]N. The catalyst is C1COCC1. The product is [CH3:37][N:38]([C:43]1[CH:48]=[CH:47][CH:46]=[CH:45][CH:44]=1)[CH2:39][CH2:40][CH2:41][NH:18][C:16]([C:15]1[CH:14]=[C:13]2[C:9]([CH:10]=[N:11][N:12]2[CH2:19][CH:20]([CH3:22])[CH3:21])=[CH:8][C:7]=1[O:6][C:5]1[CH:23]=[CH:24][C:2]([F:1])=[CH:3][CH:4]=1)=[O:17]. The yield is 0.780. (7) The reactants are O=P(Cl)(Cl)[Cl:3].[C:6]([C:10]1[CH:15]=[CH:14][N+:13]([O-])=[CH:12][CH:11]=1)([CH3:9])([CH3:8])[CH3:7].[O-]S([O-])(=O)=O.[Mg+2]. No catalyst specified. The product is [C:6]([C:10]1[CH:15]=[CH:14][N:13]=[C:12]([Cl:3])[CH:11]=1)([CH3:9])([CH3:8])[CH3:7]. The yield is 0.480. (8) The reactants are [Br:1][C:2]1[CH:7]=[CH:6][C:5]([C:8](=[O:21])[CH2:9][N:10]([CH2:12][C:13]2[CH:18]=[CH:17][C:16]([Cl:19])=[CH:15][C:14]=2[Cl:20])[CH3:11])=[CH:4][CH:3]=1.[BH4-].[Na+].ClC1C=C2C(=C(Cl)C=1)CN(C)CC2C1C=CC=CC=1. No catalyst specified. The product is [Br:1][C:2]1[CH:3]=[CH:4][C:5]([CH:8]([OH:21])[CH2:9][N:10]([CH2:12][C:13]2[CH:18]=[CH:17][C:16]([Cl:19])=[CH:15][C:14]=2[Cl:20])[CH3:11])=[CH:6][CH:7]=1. The yield is 0.860. (9) The reactants are [CH3:1][C@@H:2]1[CH2:7][N:6]([C:8]([C:10]2[C:15]([C:16]3[N:21]=[CH:20][CH:19]=[CH:18][N:17]=3)=[CH:14][CH:13]=[C:12]([CH3:22])[N:11]=2)=[O:9])[C@H:5]([CH2:23][OH:24])[CH2:4][CH2:3]1.[H-].[Na+].F[C:28]1[CH:33]=[C:32]([C:34]([F:37])([F:36])[F:35])[CH:31]=[CH:30][N:29]=1. The catalyst is CN(C=O)C.CCOCC. The product is [CH3:22][C:12]1[N:11]=[C:10]([C:8]([N:6]2[CH2:7][C@@H:2]([CH3:1])[CH2:3][CH2:4][C@H:5]2[CH2:23][O:24][C:28]2[CH:33]=[C:32]([C:34]([F:37])([F:36])[F:35])[CH:31]=[CH:30][N:29]=2)=[O:9])[C:15]([C:16]2[N:21]=[CH:20][CH:19]=[CH:18][N:17]=2)=[CH:14][CH:13]=1. The yield is 0.830.